From a dataset of Catalyst prediction with 721,799 reactions and 888 catalyst types from USPTO. Predict which catalyst facilitates the given reaction. (1) Reactant: [CH2:1]([NH:3][CH2:4][CH2:5][CH2:6][C:7]([OH:9])=[O:8])[CH3:2].C(=O)([O-])[O-].[K+].[K+].[C:16](O[C:16]([O:18][C:19]([CH3:22])([CH3:21])[CH3:20])=[O:17])([O:18][C:19]([CH3:22])([CH3:21])[CH3:20])=[O:17]. Product: [C:19]([O:18][C:16]([N:3]([CH2:1][CH3:2])[CH2:4][CH2:5][CH2:6][C:7]([OH:9])=[O:8])=[O:17])([CH3:22])([CH3:21])[CH3:20]. The catalyst class is: 38. (2) Reactant: [Cl:1][C:2]1[C:3]([C:10]2[CH:15]=[C:14]([Cl:16])[CH:13]=[CH:12][C:11]=2[O:17][CH:18]([F:20])[F:19])=[CH:4][C:5]([O:8]C)=[N:6][CH:7]=1.Br.[NH+]1C=CC=CC=1. Product: [Cl:1][C:2]1[C:3]([C:10]2[CH:15]=[C:14]([Cl:16])[CH:13]=[CH:12][C:11]=2[O:17][CH:18]([F:20])[F:19])=[CH:4][C:5](=[O:8])[NH:6][CH:7]=1. The catalyst class is: 9. (3) Reactant: I[C:2]1[N:3]=[CH:4][N:5]2[CH:10]=[C:9]([CH3:11])[CH:8]=[CH:7][C:6]=12.C([Mg]Cl)(C)C.[CH2:17]([Sn:21]([CH2:27][CH2:28][CH2:29][CH3:30])([CH2:23][CH2:24][CH2:25][CH3:26])Cl)[CH2:18][CH2:19][CH3:20]. Product: [CH3:11][C:9]1[CH:8]=[CH:7][C:6]2[N:5]([CH:4]=[N:3][C:2]=2[Sn:21]([CH2:23][CH2:24][CH2:25][CH3:26])([CH2:27][CH2:28][CH2:29][CH3:30])[CH2:17][CH2:18][CH2:19][CH3:20])[CH:10]=1. The catalyst class is: 1. (4) Reactant: [C:1](OC)(=[O:6])[CH2:2][C:3]([CH3:5])=[O:4].[H-].[Na+].[Li]CCCC.[C:16]1([CH2:22][CH2:23][C:24]([CH:26]2[CH2:30][CH2:29][CH2:28][CH2:27]2)=[O:25])[CH2:21][CH2:20][CH2:19][CH2:18][CH:17]=1.C(=O)([O-])[O-].[K+].[K+]. Product: [C:16]1([CH2:22][CH2:23][C:24]2([CH:26]3[CH2:30][CH2:29][CH2:28][CH2:27]3)[O:25][C:1](=[O:6])[CH2:2][C:3](=[O:4])[CH2:5]2)[CH2:21][CH2:20][CH2:19][CH2:18][CH:17]=1. The catalyst class is: 1.